Dataset: Full USPTO retrosynthesis dataset with 1.9M reactions from patents (1976-2016). Task: Predict the reactants needed to synthesize the given product. Given the product [CH3:12][N:5]1[CH2:6][CH:7]=[C:2]([C:1]([O:9][CH2:10][CH3:11])=[O:8])[CH2:3][CH2:4]1, predict the reactants needed to synthesize it. The reactants are: [C:1]([O:9][CH2:10][CH3:11])(=[O:8])[C:2]1[CH:7]=[CH:6][N:5]=[CH:4][CH:3]=1.[CH3:12]I.